This data is from Forward reaction prediction with 1.9M reactions from USPTO patents (1976-2016). The task is: Predict the product of the given reaction. Given the reactants [ClH:1].C(OCC)C.C(OC(=O)[NH:13][CH2:14][CH2:15][N:16]1[CH2:20][CH2:19][C:18]([F:22])([F:21])[CH2:17]1)(C)(C)C, predict the reaction product. The product is: [ClH:1].[ClH:1].[F:21][C:18]1([F:22])[CH2:19][CH2:20][N:16]([CH2:15][CH2:14][NH2:13])[CH2:17]1.